This data is from Forward reaction prediction with 1.9M reactions from USPTO patents (1976-2016). The task is: Predict the product of the given reaction. (1) Given the reactants [Cl:1][C:2]1[CH:7]=[CH:6][C:5]([NH:8][C:9]([C:11]2[CH:21]=[CH:20][C:14]([C:15](=[NH:19])OCC)=[CH:13][CH:12]=2)=[O:10])=[CH:4][C:3]=1[C:22]1[CH:27]=[CH:26][CH:25]=[CH:24][N:23]=1.[CH3:28][O:29][CH2:30][CH2:31][NH2:32], predict the reaction product. The product is: [Cl:1][C:2]1[CH:7]=[CH:6][C:5]([NH:8][C:9](=[O:10])[C:11]2[CH:12]=[CH:13][C:14]([C:15](=[NH:19])[NH:32][CH2:31][CH2:30][O:29][CH3:28])=[CH:20][CH:21]=2)=[CH:4][C:3]=1[C:22]1[CH:27]=[CH:26][CH:25]=[CH:24][N:23]=1. (2) Given the reactants C([O:9][CH2:10][CH2:11][N:12]1[C:20]2[C:19](Cl)=[N:18][CH:17]=[N:16][C:15]=2[CH:14]=[CH:13]1)(=O)C1C=CC=CC=1.[NH2:22][C:23]1[CH:40]=[CH:39][C:26]([O:27][C:28]2[CH:36]=[CH:35][CH:34]=[C:33]3[C:29]=2[CH2:30][N:31]([CH3:38])[C:32]3=[O:37])=[C:25]([Cl:41])[CH:24]=1.C(=O)([O-])O.[Na+], predict the reaction product. The product is: [Cl:41][C:25]1[CH:24]=[C:23]([NH:22][C:19]2[C:20]3[N:12]([CH2:11][CH2:10][OH:9])[CH:13]=[CH:14][C:15]=3[N:16]=[CH:17][N:18]=2)[CH:40]=[CH:39][C:26]=1[O:27][C:28]1[CH:36]=[CH:35][CH:34]=[C:33]2[C:29]=1[CH2:30][N:31]([CH3:38])[C:32]2=[O:37]. (3) The product is: [C:1]([O:5][C:6]([NH:8][CH2:9][CH2:10][N:11]([CH3:24])[C:12]1[C:13]([CH3:23])=[C:14]([CH:19]=[C:20]([Cl:22])[CH:21]=1)[C:15]([O:17][CH3:18])=[O:16])=[O:7])([CH3:4])([CH3:3])[CH3:2]. Given the reactants [C:1]([O:5][C:6]([NH:8][CH2:9][CH2:10][NH:11][C:12]1[C:13]([CH3:23])=[C:14]([CH:19]=[C:20]([Cl:22])[CH:21]=1)[C:15]([O:17][CH3:18])=[O:16])=[O:7])([CH3:4])([CH3:3])[CH3:2].[C:24](=O)([O-])[O-].[Cs+].[Cs+].CI, predict the reaction product. (4) Given the reactants [C:1]([O:5][C:6](=[O:27])[NH:7][C:8]1[C:20](=[O:21])[N:19]([CH:22]2[CH2:26][CH2:25][CH2:24][CH2:23]2)[C:11]2[N:12]=[C:13](S(C)=O)[N:14]=[CH:15][C:10]=2[CH:9]=1)([CH3:4])([CH3:3])[CH3:2].[C:28]([O:32][C:33]([N:35]1[CH2:40][CH2:39][N:38]([C:41]2[CH:42]=[N:43][C:44]([NH2:47])=[CH:45][CH:46]=2)[CH2:37][CH2:36]1)=[O:34])([CH3:31])([CH3:30])[CH3:29], predict the reaction product. The product is: [C:28]([O:32][C:33]([N:35]1[CH2:40][CH2:39][N:38]([C:41]2[CH:42]=[N:43][C:44]([NH:47][C:13]3[N:14]=[CH:15][C:10]4[CH:9]=[C:8]([NH:7][C:6]([O:5][C:1]([CH3:4])([CH3:3])[CH3:2])=[O:27])[C:20](=[O:21])[N:19]([CH:22]5[CH2:26][CH2:25][CH2:24][CH2:23]5)[C:11]=4[N:12]=3)=[CH:45][CH:46]=2)[CH2:37][CH2:36]1)=[O:34])([CH3:31])([CH3:29])[CH3:30]. (5) Given the reactants [NH2:1][C:2]1[CH:10]=[CH:9][C:8]([N+:11]([O-])=O)=[CH:7][C:3]=1[C:4]([NH2:6])=[O:5].[CH3:14][O:15][C:16]1[CH:17]=[C:18]([CH:21]=[C:22]([O:24][CH3:25])[CH:23]=1)[CH:19]=O.S([O-])(O)=O.[Na+].O.C1(C)C=CC(S(O)(=O)=O)=CC=1.C([O-])(O)=O.[Na+], predict the reaction product. The product is: [NH2:11][C:8]1[CH:7]=[C:3]2[C:2](=[CH:10][CH:9]=1)[N:1]=[C:19]([C:18]1[CH:21]=[C:22]([O:24][CH3:25])[CH:23]=[C:16]([O:15][CH3:14])[CH:17]=1)[NH:6][C:4]2=[O:5].